The task is: Predict which catalyst facilitates the given reaction.. This data is from Catalyst prediction with 721,799 reactions and 888 catalyst types from USPTO. (1) Reactant: C1(P(C2CCCCC2)C2C=CC=CC=2C2C(C(C)C)=CC(C(C)C)=CC=2C(C)C)CCCCC1.[O:35]1[CH2:40][CH2:39][N:38]([C:41]2[C:46]([NH2:47])=[CH:45][C:44]([N:48]3[CH2:53][CH2:52][O:51][CH2:50][CH2:49]3)=[CH:43][N:42]=2)[CH2:37][CH2:36]1.Cl[C:55]1[C:64]2[C:59](=[C:60]([F:66])[CH:61]=[C:62]([F:65])[CH:63]=2)[N:58]=[C:57]([C:67]2[CH:72]=[CH:71][CH:70]=[CH:69][N:68]=2)[C:56]=1[CH3:73].CC(C)([O-])C.[Na+]. Product: [O:35]1[CH2:40][CH2:39][N:38]([C:41]2[C:46]([NH:47][C:55]3[C:64]4[C:59](=[C:60]([F:66])[CH:61]=[C:62]([F:65])[CH:63]=4)[N:58]=[C:57]([C:67]4[CH:72]=[CH:71][CH:70]=[CH:69][N:68]=4)[C:56]=3[CH3:73])=[CH:45][C:44]([N:48]3[CH2:49][CH2:50][O:51][CH2:52][CH2:53]3)=[CH:43][N:42]=2)[CH2:37][CH2:36]1. The catalyst class is: 101. (2) Reactant: CC([Si](C1C=CC=CC=1)(C1C=CC=CC=1)[O:6][CH2:7][C@@H:8]1[CH2:14][C@@H:13]2[C@@H:11]([CH2:12]2)[CH2:10][N:9]1[C:15]([C:17]1[C:22]([O:23][CH2:24][CH3:25])=[CH:21][CH:20]=[C:19]([CH3:26])[N:18]=1)=[O:16])(C)C.N1C=CC=CC=1.F.O. The catalyst class is: 17. Product: [CH2:24]([O:23][C:22]1[C:17]([C:15]([N:9]2[C@H:8]([CH2:7][OH:6])[CH2:14][C@@H:13]3[C@@H:11]([CH2:12]3)[CH2:10]2)=[O:16])=[N:18][C:19]([CH3:26])=[CH:20][CH:21]=1)[CH3:25]. (3) Reactant: [F:1][C:2]1[CH:7]=[CH:6][C:5]([N:8]=[C:9]2[N:13]([CH2:14][CH2:15][CH2:16][NH:17][C:18](=O)[O:19]C3C=CC([N+]([O-])=O)=CC=3)[C:12]([C:30]3[CH:35]=[CH:34][C:33]([N:36]4[CH2:41][CH2:40][O:39][CH2:38][CH2:37]4)=[CH:32][CH:31]=3)=[CH:11][S:10]2)=[CH:4][CH:3]=1.[CH3:42][N:43]([CH3:47])[CH2:44][CH2:45][NH2:46].[OH-].[Na+]. Product: [CH3:42][N:43]([CH3:47])[CH2:44][CH2:45][NH:46][C:18]([NH:17][CH2:16][CH2:15][CH2:14][N:13]1[C:12]([C:30]2[CH:35]=[CH:34][C:33]([N:36]3[CH2:41][CH2:40][O:39][CH2:38][CH2:37]3)=[CH:32][CH:31]=2)=[CH:11][S:10][C:9]1=[N:8][C:5]1[CH:4]=[CH:3][C:2]([F:1])=[CH:7][CH:6]=1)=[O:19]. The catalyst class is: 4. (4) Product: [CH3:1][S:2]([C:5]1[CH:6]=[C:7]([CH:12]=[CH:13][CH:14]=1)[C:8]([NH:15][NH2:16])=[O:9])(=[O:4])=[O:3]. Reactant: [CH3:1][S:2]([C:5]1[CH:6]=[C:7]([CH:12]=[CH:13][CH:14]=1)[C:8](OC)=[O:9])(=[O:4])=[O:3].[NH2:15][NH2:16]. The catalyst class is: 5. (5) Reactant: [SH:1][CH2:2][C:3]([OH:5])=[O:4].[OH-].[K+].Cl[C:9]1[N:13]([C:14]2[CH:19]=[CH:18][CH:17]=[CH:16][N:15]=2)[N:12]=[C:11]([CH3:20])[C:10]=1[CH:21]=O. Product: [CH3:20][C:11]1[C:10]2[CH:21]=[C:2]([C:3]([OH:5])=[O:4])[S:1][C:9]=2[N:13]([C:14]2[CH:19]=[CH:18][CH:17]=[CH:16][N:15]=2)[N:12]=1. The catalyst class is: 8. (6) Reactant: [CH3:1][NH2:2].CO[C:5]([C:7]1[N:8]=[C:9]([CH:12]([OH:37])[CH2:13][CH:14]([N:18]([CH3:36])[C:19](=[O:35])[CH:20]([NH:25][C:26]([CH:28]2[CH2:33][CH2:32][CH2:31][CH2:30][N:29]2[CH3:34])=[O:27])[CH:21]([CH3:24])[CH2:22][CH3:23])[CH:15]([CH3:17])[CH3:16])[S:10][CH:11]=1)=[O:6]. Product: [OH:37][CH:12]([C:9]1[S:10][CH:11]=[C:7]([C:5](=[O:6])[NH:2][CH3:1])[N:8]=1)[CH2:13][CH:14]([N:18]([CH3:36])[C:19]([CH:20]([NH:25][C:26]([CH:28]1[CH2:33][CH2:32][CH2:31][CH2:30][N:29]1[CH3:34])=[O:27])[CH:21]([CH3:24])[CH2:22][CH3:23])=[O:35])[CH:15]([CH3:16])[CH3:17]. The catalyst class is: 36. (7) Reactant: C([O:3][C:4](=[O:17])[C:5]1[CH:10]=[CH:9][C:8]([NH:11][C:12]2[S:13][CH:14]=[CH:15][N:16]=2)=[CH:7][CH:6]=1)C.[OH-].[K+].Cl. Product: [S:13]1[CH:14]=[CH:15][N:16]=[C:12]1[NH:11][C:8]1[CH:7]=[CH:6][C:5]([C:4]([OH:17])=[O:3])=[CH:10][CH:9]=1. The catalyst class is: 38.